This data is from Catalyst prediction with 721,799 reactions and 888 catalyst types from USPTO. The task is: Predict which catalyst facilitates the given reaction. (1) Reactant: [N-:1]=[N+:2]=[N-:3].[Na+].[O:5]1[C:9]([C:10]2[CH:11]=[C:12]([NH:16][C:17]3[N:26]=[CH:25][C:24]4[C:19](=[CH:20][C:21]([O:31][CH:32]5[CH2:37][CH2:36][N:35]([C:38]([O:40][C:41]([CH3:44])([CH3:43])[CH3:42])=[O:39])[CH2:34][CH2:33]5)=[C:22]([C:27]#[C:28][CH:29]=[O:30])[CH:23]=4)[N:18]=3)[CH:13]=[CH:14][CH:15]=2)=[CH:8][N:7]=[CH:6]1.OP([O-])(O)=O.[K+].C(OCC)C. Product: [CH:29]([C:28]1[N:1]=[N:2][NH:3][C:27]=1[C:22]1[CH:23]=[C:24]2[C:19](=[CH:20][C:21]=1[O:31][CH:32]1[CH2:33][CH2:34][N:35]([C:38]([O:40][C:41]([CH3:44])([CH3:43])[CH3:42])=[O:39])[CH2:36][CH2:37]1)[N:18]=[C:17]([NH:16][C:12]1[CH:13]=[CH:14][CH:15]=[C:10]([C:9]3[O:5][CH:6]=[N:7][CH:8]=3)[CH:11]=1)[N:26]=[CH:25]2)=[O:30]. The catalyst class is: 16. (2) Product: [OH:10][C:9]1[N:4]([CH:2]([CH3:1])[CH3:3])[C:5](=[O:15])[N:6]([CH:12]([CH3:14])[CH3:13])[C:7](=[O:11])[C:8]=1[C:26]([NH:25][CH2:28][C:29]([OH:31])=[O:30])=[O:27]. The catalyst class is: 22. Reactant: [CH3:1][CH:2]([N:4]1[C:9](=[O:10])[CH2:8][C:7](=[O:11])[N:6]([CH:12]([CH3:14])[CH3:13])[C:5]1=[O:15])[CH3:3].C(N(C(C)C)CC)(C)C.[N:25]([CH2:28][C:29]([O:31]CC)=[O:30])=[C:26]=[O:27]. (3) Reactant: [CH3:1][O:2][C:3]1[CH:8]=[CH:7][C:6]([C:9]2([C:16]([O:18][CH3:19])=[O:17])[CH2:14][CH2:13][C:12](=O)[CH2:11][CH2:10]2)=[CH:5][CH:4]=1.[NH2:20][CH2:21][CH2:22][S:23]([NH2:26])(=[O:25])=[O:24].C(O[BH-](OC(=O)C)OC(=O)C)(=O)C.[Na+].[OH-].[Na+]. Product: [CH3:1][O:2][C:3]1[CH:8]=[CH:7][C:6]([C:9]2([C:16]([O:18][CH3:19])=[O:17])[CH2:14][CH2:13][CH:12]([NH:20][CH2:21][CH2:22][S:23](=[O:25])(=[O:24])[NH2:26])[CH2:11][CH2:10]2)=[CH:5][CH:4]=1. The catalyst class is: 477. (4) Reactant: Cl[CH2:2][C:3]1[CH:21]=[CH:20][C:6]([O:7][CH2:8][C:9]2[N:10]=[C:11]([C:15]3[O:16][CH:17]=[CH:18][CH:19]=3)[O:12][C:13]=2[CH3:14])=[C:5]([O:22][CH3:23])[CH:4]=1.[CH2:24]([N:31]1[CH:35]=[C:34]([C:36]([O:38][CH2:39][CH3:40])=[O:37])[C:33]([OH:41])=[N:32]1)[C:25]1[CH:30]=[CH:29][CH:28]=[CH:27][CH:26]=1.C(=O)([O-])[O-].[K+].[K+].CN(C)C=O. Product: [CH2:24]([N:31]1[CH:35]=[C:34]([C:36]([O:38][CH2:39][CH3:40])=[O:37])[C:33]([O:41][CH2:2][C:3]2[CH:21]=[CH:20][C:6]([O:7][CH2:8][C:9]3[N:10]=[C:11]([C:15]4[O:16][CH:17]=[CH:18][CH:19]=4)[O:12][C:13]=3[CH3:14])=[C:5]([O:22][CH3:23])[CH:4]=2)=[N:32]1)[C:25]1[CH:26]=[CH:27][CH:28]=[CH:29][CH:30]=1. The catalyst class is: 6.